Dataset: Catalyst prediction with 721,799 reactions and 888 catalyst types from USPTO. Task: Predict which catalyst facilitates the given reaction. Reactant: [CH:1]1([C:4]2[CH:5]=[N:6][C:7]([NH:14][C:15]3[CH:24]=[CH:23][CH:22]=[C:21]4[C:16]=3[CH:17]=[CH:18][N:19]=[C:20]4[N:25]3[CH2:30][CH2:29][CH2:28][CH2:27][CH2:26]3)=[C:8]([CH:13]=2)[C:9]([O:11]C)=[O:10])[CH2:3][CH2:2]1.[OH-].[Na+]. Product: [CH:1]1([C:4]2[CH:5]=[N:6][C:7]([NH:14][C:15]3[CH:24]=[CH:23][CH:22]=[C:21]4[C:16]=3[CH:17]=[CH:18][N:19]=[C:20]4[N:25]3[CH2:30][CH2:29][CH2:28][CH2:27][CH2:26]3)=[C:8]([CH:13]=2)[C:9]([OH:11])=[O:10])[CH2:2][CH2:3]1. The catalyst class is: 111.